From a dataset of Full USPTO retrosynthesis dataset with 1.9M reactions from patents (1976-2016). Predict the reactants needed to synthesize the given product. (1) Given the product [CH3:42][C:43]1[CH:44]=[CH:45][C:46]([S:49]([NH:52][C@H:53]([C:58]([NH:11][CH2:10][CH2:9][CH2:8][CH2:7][C@H:6]([N:5]([S:32]([C:35]2[CH:40]=[CH:39][C:38]([CH3:41])=[CH:37][CH:36]=2)(=[O:34])=[O:33])[CH2:1][CH:2]([CH3:4])[CH3:3])[C:29]([OH:31])=[O:30])=[O:60])[CH2:54][C:55]([OH:57])=[O:56])(=[O:50])=[O:51])=[CH:47][CH:48]=1, predict the reactants needed to synthesize it. The reactants are: [CH2:1]([N:5]([S:32]([C:35]1[CH:40]=[CH:39][C:38]([CH3:41])=[CH:37][CH:36]=1)(=[O:34])=[O:33])[C@H:6]([C:29]([OH:31])=[O:30])[CH2:7][CH2:8][CH2:9][CH2:10][NH:11]C(OCC1C2C=CC=CC=2C2C1=CC=CC=2)=O)[CH:2]([CH3:4])[CH3:3].[CH3:42][C:43]1[CH:48]=[CH:47][C:46]([S:49]([NH:52][C@H:53]([C:58]([OH:60])=O)[CH2:54][C:55]([OH:57])=[O:56])(=[O:51])=[O:50])=[CH:45][CH:44]=1. (2) The reactants are: [C:1]([C:5]1[CH:25]=[CH:24][C:8]([CH2:9][O:10][C:11]2[CH:16]=[CH:15][C:14]([N+:17]([O-])=O)=[CH:13][C:12]=2[C:20](=[O:23])[CH2:21][CH3:22])=[CH:7][CH:6]=1)([CH3:4])([CH3:3])[CH3:2]. Given the product [NH2:17][C:14]1[CH:15]=[CH:16][C:11]([O:10][CH2:9][C:8]2[CH:7]=[CH:6][C:5]([C:1]([CH3:2])([CH3:4])[CH3:3])=[CH:25][CH:24]=2)=[C:12]([C:20](=[O:23])[CH2:21][CH3:22])[CH:13]=1, predict the reactants needed to synthesize it. (3) Given the product [Br:14][C:9]1[C:8](=[O:10])[N:7]2[CH:11]=[CH:12][S:13][C:6]2=[N:5][C:4]=1[CH:2]([Br:1])[CH3:3], predict the reactants needed to synthesize it. The reactants are: [Br:1][CH:2]([C:4]1[N:5]=[C:6]2[S:13][CH:12]=[CH:11][N:7]2[C:8](=[O:10])[CH:9]=1)[CH3:3].[Br:14]N1C(=O)CCC1=O. (4) Given the product [NH:1]1[C:9]2[C:4](=[CH:5][CH:6]=[CH:7][CH:8]=2)[CH:3]=[C:2]1[C:10]([O-:12])=[O:11].[C:32]1([S+:25]([C:19]2[CH:20]=[CH:21][CH:22]=[CH:23][CH:24]=2)[C:26]2[CH:31]=[CH:30][CH:29]=[CH:28][CH:27]=2)[CH:33]=[CH:34][CH:35]=[CH:36][CH:37]=1, predict the reactants needed to synthesize it. The reactants are: [NH:1]1[C:9]2[C:4](=[CH:5][CH:6]=[CH:7][CH:8]=2)[CH:3]=[C:2]1[C:10]([OH:12])=[O:11].C(=O)([O-])[O-].[Pb+2].[I-].[C:19]1([S+:25]([C:32]2[CH:37]=[CH:36][CH:35]=[CH:34][CH:33]=2)[C:26]2[CH:31]=[CH:30][CH:29]=[CH:28][CH:27]=2)[CH:24]=[CH:23][CH:22]=[CH:21][CH:20]=1. (5) Given the product [O:12]=[CH:11][CH2:10][C@H:9]([NH:8][C:6](=[O:7])[O:5][C:1]([CH3:3])([CH3:2])[CH3:4])[C:15]1[CH:20]=[CH:19][CH:18]=[C:17]([F:21])[CH:16]=1, predict the reactants needed to synthesize it. The reactants are: [C:1]([O:5][C:6]([NH:8][C@H:9]([C:15]1[CH:20]=[CH:19][CH:18]=[C:17]([F:21])[CH:16]=1)[CH2:10][C:11](OC)=[O:12])=[O:7])([CH3:4])([CH3:3])[CH3:2].[H-].C([Al+]CC(C)C)C(C)C.CO.Cl. (6) Given the product [OH:28][C@H:18]1[CH2:19][CH2:20][C@@:21]2([CH3:22])[C@@H:16]([CH2:15][CH2:14][C:13]3[C:12]4[C@:26]([CH3:27])([CH2:25][CH2:24][C:23]=32)[C@@H:9]([C@H:7]([CH3:8])[CH2:6][CH2:5][C:4]([OH:31])=[O:3])[CH2:10][CH:11]=4)[C:17]1([CH3:29])[CH3:30], predict the reactants needed to synthesize it. The reactants are: C([O:3][C:4](=[O:31])[CH2:5][CH2:6][C@H:7]([C@@H:9]1[C@:26]2([CH3:27])[C:12]([C:13]3[CH2:14][CH2:15][C@@H:16]4[C@:21]([C:23]=3[CH2:24][CH2:25]2)([CH3:22])[CH2:20][CH2:19][C@H:18]([OH:28])[C:17]4([CH3:30])[CH3:29])=[CH:11][CH2:10]1)[CH3:8])C. (7) The reactants are: Cl[C:2]1[C:7]([C:8]2[C:13]([F:14])=[CH:12][C:11]([F:15])=[CH:10][C:9]=2[F:16])=[C:6]([CH3:17])[N:5]2[CH:18]=[N:19][C:20]([C:21]#[N:22])=[C:4]2[N:3]=1.[CH3:23][O-:24].[Na+].ClCCl.Cl. Given the product [CH3:23][O:24][C:2]1[C:7]([C:8]2[C:13]([F:14])=[CH:12][C:11]([F:15])=[CH:10][C:9]=2[F:16])=[C:6]([CH3:17])[N:5]2[CH:18]=[N:19][C:20]([C:21]#[N:22])=[C:4]2[N:3]=1, predict the reactants needed to synthesize it.